Dataset: Forward reaction prediction with 1.9M reactions from USPTO patents (1976-2016). Task: Predict the product of the given reaction. (1) Given the reactants [Br:1][C:2]1[CH:7]=[CH:6][C:5]([C:8]2[O:9][C:10]([CH3:34])=[C:11]([CH2:13][O:14][CH:15]3[CH2:20][CH2:19][CH2:18][CH:17]([O:21][CH2:22][C:23]4[CH:32]=[CH:31][CH:30]=[C:29]([CH3:33])[C:24]=4[C:25]([O:27]C)=[O:26])[CH2:16]3)[N:12]=2)=[CH:4][CH:3]=1.Cl, predict the reaction product. The product is: [Br:1][C:2]1[CH:3]=[CH:4][C:5]([C:8]2[O:9][C:10]([CH3:34])=[C:11]([CH2:13][O:14][CH:15]3[CH2:20][CH2:19][CH2:18][CH:17]([O:21][CH2:22][C:23]4[CH:32]=[CH:31][CH:30]=[C:29]([CH3:33])[C:24]=4[C:25]([OH:27])=[O:26])[CH2:16]3)[N:12]=2)=[CH:6][CH:7]=1. (2) Given the reactants Br[CH2:2][C:3]1[CH:4]=[C:5]([CH:8]=[CH:9][CH:10]=1)[C:6]#[N:7].[C-:11]#[N:12].[K+].CCOC(C)=O, predict the reaction product. The product is: [C:11]([CH2:2][C:3]1[CH:4]=[C:5]([CH:8]=[CH:9][CH:10]=1)[C:6]#[N:7])#[N:12]. (3) Given the reactants [Cl:1][C:2]1[CH:10]=[CH:9][C:5]([C:6]([OH:8])=[O:7])=[CH:4][C:3]=1[C:11]([F:14])([F:13])[F:12].S(=O)(=O)(O)O.[CH2:20](O)[CH3:21], predict the reaction product. The product is: [Cl:1][C:2]1[CH:10]=[CH:9][C:5]([C:6]([O:8][CH2:20][CH3:21])=[O:7])=[CH:4][C:3]=1[C:11]([F:12])([F:13])[F:14].